From a dataset of Catalyst prediction with 721,799 reactions and 888 catalyst types from USPTO. Predict which catalyst facilitates the given reaction. (1) Reactant: Br[CH2:2][C:3]1[S:4][C:5]2[C:11]([Cl:12])=[CH:10][CH:9]=[CH:8][C:6]=2[N:7]=1.[NH2:13][C:14]1[N:22]=[C:21]2[C:17]([NH:18][CH:19]=[N:20]2)=[C:16]([Cl:23])[N:15]=1.C([O-])([O-])=O.[Cs+].[Cs+]. Product: [Cl:23][C:16]1[N:15]=[C:14]([NH2:13])[N:22]=[C:21]2[C:17]=1[N:18]=[CH:19][N:20]2[CH2:2][C:3]1[S:4][C:5]2[C:11]([Cl:12])=[CH:10][CH:9]=[CH:8][C:6]=2[N:7]=1. The catalyst class is: 3. (2) Reactant: Cl[C:2]1(Cl)[CH:6]2[N:7]([C:10]([O:12][CH2:13][C:14]3[CH:19]=[CH:18][CH:17]=[CH:16][CH:15]=3)=[O:11])[CH2:8][CH2:9][CH:5]2[CH2:4][C:3]1=[O:20].[Cl-].[NH4+]. Product: [O:20]=[C:3]1[CH2:2][CH:6]2[N:7]([C:10]([O:12][CH2:13][C:14]3[CH:19]=[CH:18][CH:17]=[CH:16][CH:15]=3)=[O:11])[CH2:8][CH2:9][CH:5]2[CH2:4]1. The catalyst class is: 284. (3) The catalyst class is: 10. Product: [CH:1]1([CH:4]([C:6]2[CH:11]=[CH:10][CH:9]=[C:8]([CH:12]([CH3:14])[CH3:13])[C:7]=2[O:15][CH2:23][C:24]([O:26][CH2:27][CH3:28])=[O:25])[CH3:5])[CH2:3][CH2:2]1. Reactant: [CH:1]1([CH:4]([C:6]2[CH:11]=[CH:10][CH:9]=[C:8]([CH:12]([CH3:14])[CH3:13])[C:7]=2[OH:15])[CH3:5])[CH2:3][CH2:2]1.C(=O)([O-])[O-].[K+].[K+].Br[CH2:23][C:24]([O:26][CH2:27][CH3:28])=[O:25]. (4) Reactant: [CH2:1]([O:3][C:4]1([O:20][CH2:21][CH3:22])[CH2:9][CH2:8][N:7]([C@H:10]([C:12]2[CH:17]=[CH:16][CH:15]=[CH:14][CH:13]=2)[CH3:11])[C@@H:6]([CH2:18]O)[CH2:5]1)[CH3:2].C1(P(C2C=CC=CC=2)C2C=CC=CC=2)C=CC=CC=1.[C:42]1(=[O:52])[NH:46][C:45](=[O:47])[C:44]2=[CH:48][CH:49]=[CH:50][CH:51]=[C:43]12.N(C(OCC)=O)=NC(OCC)=O. Product: [CH2:21]([O:20][C:4]1([O:3][CH2:1][CH3:2])[CH2:9][CH2:8][N:7]([C@H:10]([C:12]2[CH:13]=[CH:14][CH:15]=[CH:16][CH:17]=2)[CH3:11])[C@@H:6]([CH2:18][N:46]2[C:42](=[O:52])[C:43]3=[CH:51][CH:50]=[CH:49][CH:48]=[C:44]3[C:45]2=[O:47])[CH2:5]1)[CH3:22]. The catalyst class is: 7. (5) Reactant: [C:1]([O:5][C:6](=[O:27])[C:7]([S:10][C:11]1[CH:16]=[CH:15][C:14]([C:17]2[N:21]=[C:20]([C:22]([O:24][CH2:25][CH3:26])=[O:23])[NH:19][N:18]=2)=[CH:13][CH:12]=1)([CH3:9])[CH3:8])([CH3:4])([CH3:3])[CH3:2].[H-].[Na+].I[CH2:31][CH2:32][CH2:33][CH2:34][CH3:35]. Product: [C:1]([O:5][C:6](=[O:27])[C:7]([S:10][C:11]1[CH:16]=[CH:15][C:14]([C:17]2[N:21]=[C:20]([C:22]([O:24][CH2:25][CH3:26])=[O:23])[N:19]([CH2:31][CH2:32][CH2:33][CH2:34][CH3:35])[N:18]=2)=[CH:13][CH:12]=1)([CH3:9])[CH3:8])([CH3:2])([CH3:3])[CH3:4]. The catalyst class is: 9.